This data is from Reaction yield outcomes from USPTO patents with 853,638 reactions. The task is: Predict the reaction yield, written as a fraction of the theoretical maximum amount of product (1.0 means a 100% yield; for example, 0.34 means a 34% yield). The reactants are [N:1]([CH:4]1[CH:9]=[C:8]([C:10]2[CH:15]=[CH:14][N:13]=[CH:12][C:11]=2[N+:16]([O-:18])=[O:17])[CH2:7][CH:6]([CH3:19])[CH:5]1[OH:20])=[N+]=[N-].CP(C)C.C([O-])(O)=O.[Na+].[CH3:30][C:31]([O:34][C:35](O[C:35]([O:34][C:31]([CH3:33])([CH3:32])[CH3:30])=[O:36])=[O:36])([CH3:33])[CH3:32]. The catalyst is N1C=CC=CC=1.[OH-].[NH4+].C(O)C. The product is [OH:20][CH:5]1[CH:4]([NH:1][C:35](=[O:36])[O:34][C:31]([CH3:33])([CH3:32])[CH3:30])[CH:9]=[C:8]([C:10]2[CH:15]=[CH:14][N:13]=[CH:12][C:11]=2[N+:16]([O-:18])=[O:17])[CH2:7][CH:6]1[CH3:19]. The yield is 0.690.